Dataset: Full USPTO retrosynthesis dataset with 1.9M reactions from patents (1976-2016). Task: Predict the reactants needed to synthesize the given product. (1) Given the product [F:7][C:8]1[CH:9]=[C:10]([CH:27]=[CH:28][CH:29]=1)[CH2:11][NH:12][C:13]([NH:14][C:15]1[S:16][CH:17]=[C:18]([CH2:20][CH2:21][OH:22])[N:19]=1)=[O:26], predict the reactants needed to synthesize it. The reactants are: [H-].[Al+3].[Li+].[H-].[H-].[H-].[F:7][C:8]1[CH:9]=[C:10]([CH:27]=[CH:28][CH:29]=1)[CH2:11][NH:12][C:13](=[O:26])[NH:14][C:15]1[S:16][CH:17]=[C:18]([CH2:20][C:21](OCC)=[O:22])[N:19]=1.O.O.O.O.O.O.O.O.O.O.S([O-])([O-])(=O)=O.[Na+].[Na+].S(=O)(=O)(O)[O-].[Na+]. (2) Given the product [N:17]1[CH:18]=[CH:19][C:14]([NH:1][CH:2]2[CH2:3][CH2:4][N:5]([C:8]([O:10][CH2:11][CH3:12])=[O:9])[CH2:6][CH2:7]2)=[CH:15][CH:16]=1, predict the reactants needed to synthesize it. The reactants are: [NH2:1][CH:2]1[CH2:7][CH2:6][N:5]([C:8]([O:10][CH2:11][CH3:12])=[O:9])[CH2:4][CH2:3]1.Br[C:14]1[CH:19]=[CH:18][N:17]=[CH:16][CH:15]=1.CC(C)([O-])C.[Na+].C1(P(C2C=CC=CC=2)C2C=CC3C(=CC=CC=3)C=2C2C3C(=CC=CC=3)C=CC=2P(C2C=CC=CC=2)C2C=CC=CC=2)C=CC=CC=1. (3) The reactants are: [CH2:1]([N:8]1[CH:12]=[C:11](I)[CH:10]=[N:9]1)[C:2]1[CH:7]=[CH:6][CH:5]=[CH:4][CH:3]=1.C([Mg]Cl)(C)C.CN([CH:22]=[O:23])C. Given the product [CH2:1]([N:8]1[CH:12]=[C:11]([CH:22]=[O:23])[CH:10]=[N:9]1)[C:2]1[CH:7]=[CH:6][CH:5]=[CH:4][CH:3]=1, predict the reactants needed to synthesize it.